This data is from Reaction yield outcomes from USPTO patents with 853,638 reactions. The task is: Predict the reaction yield, written as a fraction of the theoretical maximum amount of product (1.0 means a 100% yield; for example, 0.34 means a 34% yield). (1) The reactants are Cl(O)(=O)(=O)=O.[OH:6][CH:7]([C:12]1[N:13]=[C:14]([C:17]2[CH:22]=[CH:21][CH:20]=[CH:19][CH:18]=2)[S:15][CH:16]=1)[C:8]([O:10][CH3:11])=[O:9]. The catalyst is C(OC(C)(C)C)(=O)C. The product is [C:17]([O:6][CH:7]([C:12]1[N:13]=[C:14]([C:17]2[CH:22]=[CH:21][CH:20]=[CH:19][CH:18]=2)[S:15][CH:16]=1)[C:8]([O:10][CH3:11])=[O:9])([CH3:22])([CH3:18])[CH3:14]. The yield is 0.420. (2) The reactants are [NH2:1][C:2]1[CH:9]=[CH:8][C:5]([C:6]#[N:7])=[C:4]([I:10])[CH:3]=1.[C:11]1(=O)[O:16][C:14](=[O:15])[CH:13]=[CH:12]1. The catalyst is C(O)(=O)C. The product is [O:15]=[C:14]1[CH:13]=[CH:12][C:11](=[O:16])[N:1]1[C:2]1[CH:9]=[CH:8][C:5]([C:6]#[N:7])=[C:4]([I:10])[CH:3]=1. The yield is 0.900.